From a dataset of Peptide-MHC class I binding affinity with 185,985 pairs from IEDB/IMGT. Regression. Given a peptide amino acid sequence and an MHC pseudo amino acid sequence, predict their binding affinity value. This is MHC class I binding data. (1) The peptide sequence is RLARRARNI. The MHC is BoLA-HD6 with pseudo-sequence YHTTYREISENWYEANLYLEYEYYSMAAFNYTWY. The binding affinity (normalized) is 1.00. (2) The peptide sequence is YDAPGWLIW. The MHC is HLA-B08:01 with pseudo-sequence HLA-B08:01. The binding affinity (normalized) is 0.213. (3) The binding affinity (normalized) is 0.0847. The peptide sequence is IQIQATETA. The MHC is HLA-A02:12 with pseudo-sequence YFAMYGEKVAHTHVDTLYVRYHYYTWAVQAYTWY. (4) The peptide sequence is YDRLASTVI. The MHC is HLA-A02:03 with pseudo-sequence HLA-A02:03. The binding affinity (normalized) is 0.0847. (5) The peptide sequence is LTDRELLLL. The MHC is HLA-B51:01 with pseudo-sequence HLA-B51:01. The binding affinity (normalized) is 0.0847.